Dataset: Peptide-MHC class II binding affinity with 134,281 pairs from IEDB. Task: Regression. Given a peptide amino acid sequence and an MHC pseudo amino acid sequence, predict their binding affinity value. This is MHC class II binding data. (1) The peptide sequence is YTTEGGTKGEAKDVI. The MHC is DRB1_1602 with pseudo-sequence DRB1_1602. The binding affinity (normalized) is 0.193. (2) The peptide sequence is INEPTAAAIAYGLDV. The MHC is HLA-DQA10501-DQB10301 with pseudo-sequence HLA-DQA10501-DQB10301. The binding affinity (normalized) is 0.724. (3) The peptide sequence is MLTLFILIITSTIKA. The MHC is DRB3_0101 with pseudo-sequence DRB3_0101. The binding affinity (normalized) is 0. (4) The peptide sequence is ILNTWLVKPGAGIMI. The MHC is HLA-DQA10101-DQB10501 with pseudo-sequence HLA-DQA10101-DQB10501. The binding affinity (normalized) is 0.205.